This data is from Catalyst prediction with 721,799 reactions and 888 catalyst types from USPTO. The task is: Predict which catalyst facilitates the given reaction. Reactant: Cl[S:2]([C:5]1[C:6]([CH3:16])=[C:7]([C:11]([O:13][CH2:14][CH3:15])=[O:12])[NH:8][C:9]=1[CH3:10])(=[O:4])=[O:3].[CH:17]1[CH:22]=[CH:21][CH:20]=[CH:19][CH:18]=1.[Cl-].[In+3].[Cl-].[Cl-].FC(S(O)(=O)=O)(F)F. Product: [CH3:16][C:6]1[C:5]([S:2]([C:17]2[CH:22]=[CH:21][CH:20]=[CH:19][CH:18]=2)(=[O:4])=[O:3])=[C:9]([CH3:10])[NH:8][C:7]=1[C:11]([O:13][CH2:14][CH3:15])=[O:12]. The catalyst class is: 55.